Task: Predict the reaction yield, written as a fraction of the theoretical maximum amount of product (1.0 means a 100% yield; for example, 0.34 means a 34% yield).. Dataset: Reaction yield outcomes from USPTO patents with 853,638 reactions (1) The reactants are [CH2:1]([NH:8][C:9]1[CH:14]=[CH:13][C:12]([C:15]([N:17]2[CH2:22][CH2:21][CH2:20][CH2:19][CH2:18]2)=[O:16])=[CH:11][CH:10]=1)[C:2]1[CH:7]=[CH:6][CH:5]=[CH:4][CH:3]=1.[C:23]1([S:29](Cl)(=[O:31])=[O:30])[CH:28]=[CH:27][CH:26]=[CH:25][CH:24]=1.N1C=CC=CC=1. The catalyst is ClCCl. The product is [CH2:1]([N:8]([C:9]1[CH:14]=[CH:13][C:12]([C:15]([N:17]2[CH2:22][CH2:21][CH2:20][CH2:19][CH2:18]2)=[O:16])=[CH:11][CH:10]=1)[S:29]([C:23]1[CH:28]=[CH:27][CH:26]=[CH:25][CH:24]=1)(=[O:31])=[O:30])[C:2]1[CH:7]=[CH:6][CH:5]=[CH:4][CH:3]=1. The yield is 0.620. (2) The product is [C:1]1([C:18]2[CH:19]=[CH:20][CH:21]=[CH:22][CH:23]=2)[CH:6]=[CH:5][CH:4]=[C:3]([N:7]2[C:8]3[N:16]=[CH:15][C:14]([F:17])=[CH:13][C:9]=3[C:10](=[O:11])[N:31]([C@@H:35]3[CH2:37][CH2:32][NH:33][CH2:34]3)[C:24]2=[O:25])[CH:2]=1. The reactants are [C:1]1([C:18]2[CH:23]=[CH:22][CH:21]=[CH:20][CH:19]=2)[CH:6]=[CH:5][CH:4]=[C:3]([NH:7][C:8]2[N:16]=[CH:15][C:14]([F:17])=[CH:13][C:9]=2[C:10](O)=[O:11])[CH:2]=1.[C:24]([N:31]1[CH:35]=[CH:34][N:33]=[CH:32]1)(N1C=CN=C1)=[O:25].N[C@@H:37]1CCN(C(OC(C)(C)C)=O)C1.[H-].[Na+]. The catalyst is CN(C=O)C.O. The yield is 0.0700.